From a dataset of Full USPTO retrosynthesis dataset with 1.9M reactions from patents (1976-2016). Predict the reactants needed to synthesize the given product. Given the product [CH2:14]([O:13][C:12](=[O:21])[NH:11][CH2:10][CH2:9][C:6]1[CH:7]=[CH:8][C:3]([CH2:2][Br:42])=[CH:4][CH:5]=1)[C:15]1[CH:20]=[CH:19][CH:18]=[CH:17][CH:16]=1, predict the reactants needed to synthesize it. The reactants are: O[CH2:2][C:3]1[CH:8]=[CH:7][C:6]([CH2:9][CH2:10][NH:11][C:12](=[O:21])[O:13][CH2:14][C:15]2[CH:20]=[CH:19][CH:18]=[CH:17][CH:16]=2)=[CH:5][CH:4]=1.C1(P(C2C=CC=CC=2)C2C=CC=CC=2)C=CC=CC=1.C(Br)(Br)(Br)[Br:42].